Dataset: Reaction yield outcomes from USPTO patents with 853,638 reactions. Task: Predict the reaction yield, written as a fraction of the theoretical maximum amount of product (1.0 means a 100% yield; for example, 0.34 means a 34% yield). (1) The reactants are [F:1][C:2]1[CH:10]=[C:9]([N+:11]([O-])=O)[C:8]([O:14][CH3:15])=[CH:7][C:3]=1[C:4]([OH:6])=[O:5]. The catalyst is C(O)C.[Pd]. The product is [NH2:11][C:9]1[C:8]([O:14][CH3:15])=[CH:7][C:3]([C:4]([OH:6])=[O:5])=[C:2]([F:1])[CH:10]=1. The yield is 0.460. (2) The reactants are C([N:8]1[CH2:14][C:13]2[N:15]=[CH:16][C:17]([N:19]3[CH2:24][CH2:23][O:22][CH2:21][CH2:20]3)=[N:18][C:12]=2[O:11][CH2:10][CH2:9]1)C1C=CC=CC=1. The catalyst is [OH-].[OH-].[Pd+2].CO. The product is [N:19]1([C:17]2[CH:16]=[N:15][C:13]3[CH2:14][NH:8][CH2:9][CH2:10][O:11][C:12]=3[N:18]=2)[CH2:20][CH2:21][O:22][CH2:23][CH2:24]1. The yield is 0.290. (3) The catalyst is CN(C=O)C. The product is [CH2:1]([O:3][C:4](=[O:16])[C:5]1[CH:6]=[C:7]([C:12]([CH3:15])([CH3:14])[CH3:13])[N:8]=[C:9]([Br:17])[C:10]=1[OH:11])[CH3:2]. The yield is 0.960. The reactants are [CH2:1]([O:3][C:4](=[O:16])[C:5]1[C:10]([OH:11])=[CH:9][N:8]=[C:7]([C:12]([CH3:15])([CH3:14])[CH3:13])[CH:6]=1)[CH3:2].[Br:17]N1C(=O)CCC1=O.C([O-])(O)=O.[Na+]. (4) The reactants are [CH3:1][CH:2]1[C:6](=[O:7])[CH:5]=[C:4]([CH3:8])[O:3]1.[Si:9](OS(C(F)(F)F)(=O)=O)([C:12]([CH3:15])([CH3:14])[CH3:13])([CH3:11])[CH3:10]. The product is [CH3:13][C:12]([Si:9]([CH3:11])([CH3:10])[O:7][C:6]1[CH:5]=[C:4]([CH3:8])[O:3][C:2]=1[CH3:1])([CH3:15])[CH3:14]. The catalyst is C(Cl)Cl. The yield is 0.890.